From a dataset of Forward reaction prediction with 1.9M reactions from USPTO patents (1976-2016). Predict the product of the given reaction. (1) Given the reactants [OH:1][CH2:2][C:3]1([CH2:6][N:7]2[C:15]3[C:14]([O:16][CH3:17])=[N:13][C:12]([N:18]4[CH:22]=[C:21]([C:23]([O:25][CH2:26][CH3:27])=[O:24])[CH:20]=[N:19]4)=[N:11][C:10]=3[CH:9]=[N:8]2)[CH2:5][CH2:4]1.[Cl:28][C:29]1[CH:34]=[CH:33][C:32](O)=[CH:31][CH:30]=1, predict the reaction product. The product is: [Cl:28][C:29]1[CH:34]=[CH:33][C:32]([O:1][CH2:2][C:3]2([CH2:6][N:7]3[C:15]4[C:14]([O:16][CH3:17])=[N:13][C:12]([N:18]5[CH:22]=[C:21]([C:23]([O:25][CH2:26][CH3:27])=[O:24])[CH:20]=[N:19]5)=[N:11][C:10]=4[CH:9]=[N:8]3)[CH2:5][CH2:4]2)=[CH:31][CH:30]=1. (2) Given the reactants [NH2:1][C:2]1[N:7]=[N:6][C:5]([C:8]([O:10][CH3:11])=[O:9])=[CH:4][CH:3]=1.CCN(CC)CC.Cl[C:20](Cl)([O:22]C(=O)OC(Cl)(Cl)Cl)Cl.O, predict the reaction product. The product is: [N:1]([C:2]1[N:7]=[N:6][C:5]([C:8]([O:10][CH3:11])=[O:9])=[CH:4][CH:3]=1)=[C:20]=[O:22]. (3) Given the reactants [Cl:1][C:2]1[S:6][C:5]([CH:7]2[CH2:12][CH2:11][N:10]([C:13](=[O:24])[CH2:14]N3C4=NC=CC=C4N=C3)[CH2:9][CH2:8]2)=[N:4][C:3]=1[C:25]1[CH:30]=[C:29]([C:31]([CH3:34])([CH3:33])[CH3:32])[C:28]([O:35][CH3:36])=[C:27]([C:37]([CH3:40])([CH3:39])[CH3:38])[CH:26]=1.C([N:44](C(C)C)CC)(C)C.CC[N:52]=[C:53]=[N:54][CH2:55][CH2:56]CN(C)C.[CH3:61][N:62]([CH:64]=[O:65])C, predict the reaction product. The product is: [Cl:1][C:2]1[S:6][C:5]([CH:7]2[CH2:12][CH2:11][N:10]([C:13](=[O:24])[CH2:14][N:54]3[C:55]4[C:56](=[N:44][CH:61]=[N:62][C:64]=4[OH:65])[N:52]=[CH:53]3)[CH2:9][CH2:8]2)=[N:4][C:3]=1[C:25]1[CH:30]=[C:29]([C:31]([CH3:33])([CH3:34])[CH3:32])[C:28]([O:35][CH3:36])=[C:27]([C:37]([CH3:40])([CH3:38])[CH3:39])[CH:26]=1. (4) Given the reactants [Cl:1][C:2]1[C:7]2[N:8]=[C:9]([NH2:11])[S:10][C:6]=2[CH:5]=[CH:4][CH:3]=1.O.[NH2:13]N.Cl.O, predict the reaction product. The product is: [Cl:1][C:2]1[C:7]2[N:8]=[C:9]([NH:11][NH2:13])[S:10][C:6]=2[CH:5]=[CH:4][CH:3]=1. (5) Given the reactants [N:1]([O-])=O.[Na+].[NH2:5][C:6]1[CH:7]=[CH:8][C:9]([O:12][CH3:13])=[N:10][CH:11]=1.[CH3:14][O:15][C:16](=[O:39])[CH:17]([NH:22][C:23]([C:25]1[CH:30]=[CH:29][C:28]([O:31][CH2:32][C:33]2[CH:38]=[CH:37][CH:36]=[CH:35][CH:34]=2)=[CH:27][N:26]=1)=O)C(OC)=O.C(=O)([O-])[O-].[K+].[K+].C[O-].[Na+], predict the reaction product. The product is: [CH3:14][O:15][C:16]([C:17]1[N:22]=[C:23]([C:25]2[CH:30]=[CH:29][C:28]([O:31][CH2:32][C:33]3[CH:38]=[CH:37][CH:36]=[CH:35][CH:34]=3)=[CH:27][N:26]=2)[N:5]([C:6]2[CH:11]=[N:10][C:9]([O:12][CH3:13])=[CH:8][CH:7]=2)[N:1]=1)=[O:39]. (6) Given the reactants C1(N2CCN(CC3CCC4C(=CC=CC=4)N3)CC2)C2C(=CC=CC=2)C=CN=1.[CH3:28][O:29][C:30]1[CH:51]=[CH:50][CH:49]=[CH:48][C:31]=1[O:32][CH2:33][CH2:34][N:35]([CH3:47])[CH2:36][C:37]1[CH:46]=[CH:45][C:44]2[C:39](=[CH:40][CH:41]=[CH:42][CH:43]=2)[N:38]=1, predict the reaction product. The product is: [CH3:28][O:29][C:30]1[CH:51]=[CH:50][CH:49]=[CH:48][C:31]=1[O:32][CH2:33][CH2:34][N:35]([CH3:47])[CH2:36][CH:37]1[CH2:46][CH2:45][C:44]2[C:39](=[CH:40][CH:41]=[CH:42][CH:43]=2)[NH:38]1. (7) Given the reactants [CH3:1][C:2]([CH3:21])([CH3:20])[CH2:3][CH2:4]/[N:5]=[CH:6]/[C:7]1[CH:12]=[CH:11][CH:10]=[C:9]([F:13])[C:8]=1[NH:14][CH2:15][CH2:16][N:17]([CH3:19])[CH3:18].[SH:22][C@@H:23]([CH2:27][C:28]([OH:30])=[O:29])[C:24](O)=[O:25], predict the reaction product. The product is: [CH3:18][N:17]([CH3:19])[CH2:16][CH2:15][NH:14][C:8]1[C:9]([F:13])=[CH:10][CH:11]=[CH:12][C:7]=1[CH:6]1[N:5]([CH2:4][CH2:3][C:2]([CH3:21])([CH3:20])[CH3:1])[C:24](=[O:25])[CH:23]([CH2:27][C:28]([OH:30])=[O:29])[S:22]1.